From a dataset of Peptide-MHC class II binding affinity with 134,281 pairs from IEDB. Regression. Given a peptide amino acid sequence and an MHC pseudo amino acid sequence, predict their binding affinity value. This is MHC class II binding data. (1) The peptide sequence is PLVWHLERAETAATA. The MHC is DRB1_0401 with pseudo-sequence DRB1_0401. The binding affinity (normalized) is 0.831. (2) The peptide sequence is IEGPPTDPVELALYQ. The MHC is DRB1_0101 with pseudo-sequence DRB1_0101. The binding affinity (normalized) is 0.168. (3) The peptide sequence is LGTCQTLTPMMSSKF. The MHC is DRB1_1501 with pseudo-sequence DRB1_1501. The binding affinity (normalized) is 0.436. (4) The peptide sequence is YMPDVLEKLELLQRR. The MHC is HLA-DQA10501-DQB10303 with pseudo-sequence HLA-DQA10501-DQB10303. The binding affinity (normalized) is 0. (5) The peptide sequence is DFNEFISFCNANPGL. The MHC is DRB1_1201 with pseudo-sequence DRB1_1201. The binding affinity (normalized) is 0.354. (6) The peptide sequence is IALVKTLLEQTLALL. The MHC is HLA-DQA10501-DQB10301 with pseudo-sequence HLA-DQA10501-DQB10301. The binding affinity (normalized) is 0.0731.